From a dataset of TCR-epitope binding with 47,182 pairs between 192 epitopes and 23,139 TCRs. Binary Classification. Given a T-cell receptor sequence (or CDR3 region) and an epitope sequence, predict whether binding occurs between them. (1) The epitope is KLPDDFTGCV. The TCR CDR3 sequence is CASSPGLFGGQETQYF. Result: 1 (the TCR binds to the epitope). (2) The epitope is ISDYDYYRY. The TCR CDR3 sequence is CSASRPLGGLSYEQYF. Result: 0 (the TCR does not bind to the epitope).